From a dataset of Forward reaction prediction with 1.9M reactions from USPTO patents (1976-2016). Predict the product of the given reaction. (1) Given the reactants [Br:1][C:2]1[CH:8]=[CH:7][C:5]([NH2:6])=[CH:4][CH:3]=1.[Cl-].[Cl:10][C:11]1[CH:16]=[CH:15][C:14]([N+]#N)=[CH:13][CH:12]=1, predict the reaction product. The product is: [Br:1][C:2]1[CH:8]=[C:7]([C:14]2[CH:15]=[CH:16][C:11]([Cl:10])=[CH:12][CH:13]=2)[C:5]([NH2:6])=[CH:4][CH:3]=1. (2) Given the reactants [NH:1]1[CH2:6][CH2:5][C:4]2([O:11][C:10]3[C:12]4[C:17]([C:18](=[O:21])[C:19](=[O:20])[C:9]=3[S:8][CH2:7]2)=[CH:16][CH:15]=[CH:14][CH:13]=4)[CH2:3][CH2:2]1.Br[CH:23]1[CH2:28][CH2:27][CH2:26][CH:25]=[CH:24]1, predict the reaction product. The product is: [CH:28]1([N:1]2[CH2:2][CH2:3][C:4]3([O:11][C:10]4[C:12]5[C:17]([C:18](=[O:21])[C:19](=[O:20])[C:9]=4[S:8][CH2:7]3)=[CH:16][CH:15]=[CH:14][CH:13]=5)[CH2:5][CH2:6]2)[CH2:27][CH2:26][CH2:25][CH:24]=[CH:23]1. (3) The product is: [O:8]=[C:6]1[CH2:5][CH:4]([C:9]([OH:11])=[O:10])[CH2:3][C:2]([NH:17][C:16]2[CH:18]=[CH:19][CH:20]=[C:14]([C:13]([F:12])([F:21])[F:22])[CH:15]=2)=[CH:7]1. Given the reactants O=[C:2]1[CH2:7][C:6](=[O:8])[CH2:5][CH:4]([C:9]([OH:11])=[O:10])[CH2:3]1.[F:12][C:13]([F:22])([F:21])[C:14]1[CH:15]=[C:16]([CH:18]=[CH:19][CH:20]=1)[NH2:17].FC(F)(F)S([O-])(=O)=O.[Yb+3].FC(F)(F)S([O-])(=O)=O.FC(F)(F)S([O-])(=O)=O.[OH-].[Na+], predict the reaction product. (4) The product is: [ClH:18].[C:2]([NH:6][CH2:7][C:8]([Cl:1])=[O:10])([CH3:5])([CH3:4])[CH3:3]. Given the reactants [ClH:1].[C:2]([NH:6][CH2:7][C:8]([OH:10])=O)([CH3:5])([CH3:4])[CH3:3].CN(C)C=O.S(Cl)([Cl:18])=O, predict the reaction product. (5) Given the reactants [N:1]([CH:4]1[CH2:8][CH2:7][N:6]([CH2:9][C:10]2[CH:15]=[CH:14][CH:13]=[C:12]([O:16][CH2:17][CH:18]([CH3:20])[CH3:19])[CH:11]=2)[CH2:5]1)=[N+:2]=[N-:3].C(O)(C)(C)C.O=C1O[C@H]([C@H](CO)O)C([O-])=C1O.[Na+].[C:39]([C:41]1[CH:46]=[CH:45][CH:44]=[CH:43][N:42]=1)#[CH:40], predict the reaction product. The product is: [CH2:17]([O:16][C:12]1[CH:11]=[C:10]([CH:15]=[CH:14][CH:13]=1)[CH2:9][N:6]1[CH2:7][CH2:8][CH:4]([N:1]2[CH:40]=[C:39]([C:41]3[CH:46]=[CH:45][CH:44]=[CH:43][N:42]=3)[N:3]=[N:2]2)[CH2:5]1)[CH:18]([CH3:20])[CH3:19].